This data is from Forward reaction prediction with 1.9M reactions from USPTO patents (1976-2016). The task is: Predict the product of the given reaction. (1) Given the reactants C1(P(C2CCCCC2)C2CCCCC2)CCCCC1.[B:29]1([B:29]2[O:33][C:32]([CH3:35])([CH3:34])[C:31]([CH3:37])([CH3:36])[O:30]2)[O:33][C:32]([CH3:35])([CH3:34])[C:31]([CH3:37])([CH3:36])[O:30]1.CC([O-])=O.[K+].Cl[C:44]1[CH:51]=[CH:50][CH:49]=[C:48]([CH3:52])[C:45]=1[C:46]#[N:47], predict the reaction product. The product is: [CH3:52][C:48]1[CH:49]=[CH:50][CH:51]=[C:44]([B:29]2[O:30][C:31]([CH3:36])([CH3:37])[C:32]([CH3:34])([CH3:35])[O:33]2)[C:45]=1[C:46]#[N:47]. (2) Given the reactants C([Li])CCC.Br[C:7]1[CH:12]=[C:11]([CH3:13])[CH:10]=[CH:9][N:8]=1.CN(C)[C:16](=[O:18])[CH3:17].O, predict the reaction product. The product is: [C:16]([C:7]1[CH:12]=[C:11]([CH3:13])[CH:10]=[CH:9][N:8]=1)(=[O:18])[CH3:17]. (3) Given the reactants [Br:1][C:2]1[S:6][C:5]([C:7](Cl)=[O:8])=[CH:4][CH:3]=1.[CH3:10][NH:11][C:12]1[CH:17]=[CH:16][CH:15]=[C:14]([C:18]([F:21])([F:20])[F:19])[CH:13]=1.C(N(CC)CC)C, predict the reaction product. The product is: [Br:1][C:2]1[S:6][C:5]([C:7]([N:11]([CH3:10])[C:12]2[CH:17]=[CH:16][CH:15]=[C:14]([C:18]([F:19])([F:20])[F:21])[CH:13]=2)=[O:8])=[CH:4][CH:3]=1. (4) Given the reactants [Br:1][C:2]1[CH:13]=C[C:5]2NC(=O)OC(=O)[C:4]=2[CH:3]=1.[C:14](#N)[CH:15]([CH2:17][C:18]#[N:19])[OH:16].C([N:23](CC)CC)C, predict the reaction product. The product is: [NH2:23][C:18]1[CH:17]=[C:15]([OH:16])[C:14]2[C:5](=[CH:4][CH:3]=[C:2]([Br:1])[CH:13]=2)[N:19]=1.